From a dataset of Peptide-MHC class I binding affinity with 185,985 pairs from IEDB/IMGT. Regression. Given a peptide amino acid sequence and an MHC pseudo amino acid sequence, predict their binding affinity value. This is MHC class I binding data. (1) The peptide sequence is LLEIHQYPA. The MHC is HLA-A02:01 with pseudo-sequence HLA-A02:01. The binding affinity (normalized) is 0.505. (2) The peptide sequence is YMLFTKFFY. The MHC is HLA-A01:01 with pseudo-sequence HLA-A01:01. The binding affinity (normalized) is 0.519. (3) The peptide sequence is RMMATKDSF. The MHC is HLA-B18:01 with pseudo-sequence HLA-B18:01. The binding affinity (normalized) is 0.0847. (4) The peptide sequence is SMFAFSLSVM. The MHC is HLA-B38:01 with pseudo-sequence HLA-B38:01. The binding affinity (normalized) is 0.107.